Predict the reaction yield, written as a fraction of the theoretical maximum amount of product (1.0 means a 100% yield; for example, 0.34 means a 34% yield). From a dataset of Reaction yield outcomes from USPTO patents with 853,638 reactions. (1) The reactants are [F:1][C:2]([F:26])([C:22]([F:25])([F:24])[F:23])[C:3]([F:21])([F:20])[C:4]([F:19])([F:18])[S:5]([O:8][CH:9]([CH3:17])[C:10]([O:12][C:13]([CH3:16])([CH3:15])[CH3:14])=[O:11])(=[O:7])=[O:6].FC(F)(F)C(F)(F)C(F)(F)C(F)(F)S(OS(C(F)(F)C(F)(F)C(F)(F)C(F)(F)F)(=O)=O)(=O)=O. No catalyst specified. The product is [F:26][C:2]([F:1])([C:22]([F:23])([F:24])[F:25])[C:3]([F:21])([F:20])[C:4]([F:19])([F:18])[S:5]([O:8][C@@H:9]([CH3:17])[C:10]([O:12][C:13]([CH3:16])([CH3:15])[CH3:14])=[O:11])(=[O:7])=[O:6]. The yield is 0.820. (2) The reactants are [OH:1][C:2]1[CH:11]=[CH:10][C:5]([C:6]([O:8][CH3:9])=[O:7])=[CH:4][C:3]=1I.[H-].[Na+].[CH3:15][N:16](C=O)C. No catalyst specified. The product is [C:15]([C:3]1[CH:4]=[C:5]([CH:10]=[CH:11][C:2]=1[OH:1])[C:6]([O:8][CH3:9])=[O:7])#[N:16]. The yield is 1.00. (3) The reactants are [F:1][C:2]1[C:9]([C:10]2[CH:15]=[CH:14][N:13]3[N:16]=[C:17]([C:19]4[CH:24]=[CH:23][C:22]([F:25])=[CH:21][CH:20]=4)[CH:18]=[C:12]3[CH:11]=2)=[CH:8][CH:7]=[C:6]([F:26])[C:3]=1[CH:4]=[O:5].[C:27]([Mg]Br)#[CH:28]. The catalyst is O1CCCC1. The product is [F:1][C:2]1[C:9]([C:10]2[CH:15]=[CH:14][N:13]3[N:16]=[C:17]([C:19]4[CH:24]=[CH:23][C:22]([F:25])=[CH:21][CH:20]=4)[CH:18]=[C:12]3[CH:11]=2)=[CH:8][CH:7]=[C:6]([F:26])[C:3]=1[CH:4]([OH:5])[C:27]#[CH:28]. The yield is 0.570. (4) The yield is 0.680. The catalyst is [Br-].C([N+](CCCC)(CCCC)CCCC)CCC.C1(C)C=CC=CC=1. The reactants are [N+:1]([C:4]1[CH:9]=[CH:8][C:7]([OH:10])=[CH:6][CH:5]=1)([O-:3])=[O:2].[CH2:11](Br)[C:12]#[CH:13].[OH-].[Na+]. The product is [N+:1]([C:4]1[CH:9]=[CH:8][C:7]([O:10][CH2:13][C:12]#[CH:11])=[CH:6][CH:5]=1)([O-:3])=[O:2]. (5) The catalyst is C1(C)C=CC=CC=1. The product is [CH2:1]([O:8][C:9]1[CH:10]=[CH:11][C:12]([C@@H:20]([OH:23])[CH2:21][Br:22])=[C:13]2[C:18]=1[NH:17][C:16](=[O:19])[CH:15]=[CH:14]2)[C:2]1[CH:3]=[CH:4][CH:5]=[CH:6][CH:7]=1. The reactants are [CH2:1]([O:8][C:9]1[CH:10]=[CH:11][C:12]([C:20](=[O:23])[CH2:21][Br:22])=[C:13]2[C:18]=1[NH:17][C:16](=[O:19])[CH:15]=[CH:14]2)[C:2]1[CH:7]=[CH:6][CH:5]=[CH:4][CH:3]=1.O1CCCC1.B.CO. The yield is 0.810. (6) The catalyst is C(O)C. The reactants are C1(C)C=CC(S(O[CH:11]([CH2:13]/[CH:14]=[CH:15]/[C:16]2[CH:17]=[N:18][CH:19]=[C:20]([O:22][CH3:23])[CH:21]=2)[CH3:12])(=O)=O)=CC=1.[CH3:25][NH2:26]. The yield is 0.418. The product is [CH3:25][NH:26][CH:11]([CH2:13]/[CH:14]=[CH:15]/[C:16]1[CH:17]=[N:18][CH:19]=[C:20]([O:22][CH3:23])[CH:21]=1)[CH3:12]. (7) The reactants are [Si:1]([O:8][CH:9]([C:15]1[CH:23]=[CH:22][C:18]([N:19]([CH3:21])[CH3:20])=[CH:17][C:16]=1[CH:24]=[CH2:25])[CH2:10][CH2:11][CH2:12]C=C)([C:4]([CH3:7])([CH3:6])[CH3:5])([CH3:3])[CH3:2]. The catalyst is C1(C)C=CC=CC=1.Cl[Ru](=C1N(C2C(C)=CC(C)=CC=2C)CCN1C1C(C)=CC(C)=CC=1C)(Cl)(=CC1C=CC=CC=1)[P](C1CCCCC1)(C1CCCCC1)C1CCCCC1. The product is [Si:1]([O:8][CH:9]1[C:15]2[CH:23]=[CH:22][C:18]([N:19]([CH3:21])[CH3:20])=[CH:17][C:16]=2[CH:24]=[CH:25][CH2:12][CH2:11][CH2:10]1)([C:4]([CH3:7])([CH3:5])[CH3:6])([CH3:3])[CH3:2]. The yield is 0.600.